From a dataset of CYP1A2 inhibition data for predicting drug metabolism from PubChem BioAssay. Regression/Classification. Given a drug SMILES string, predict its absorption, distribution, metabolism, or excretion properties. Task type varies by dataset: regression for continuous measurements (e.g., permeability, clearance, half-life) or binary classification for categorical outcomes (e.g., BBB penetration, CYP inhibition). Dataset: cyp1a2_veith. (1) The compound is CCn1c(CNC(=O)COc2ccc(C(C)C)cc2)nnc1SCC(=O)Nc1cc(F)ccc1C. The result is 0 (non-inhibitor). (2) The drug is C[C@@H]1CC[C@H]2C(=O)NC[C@@H](O)CN2[C@@H]1c1ccc(Br)cc1. The result is 0 (non-inhibitor). (3) The molecule is CC[N@+]1(C)CCC[C@@H](OC(=O)C(O)(c2ccccc2)c2ccccc2)C1. The result is 0 (non-inhibitor). (4) The drug is Cc1ccccc1-c1nc(-n2ccnc2)c2ccccc2n1. The result is 1 (inhibitor). (5) The drug is COC(=O)N1CCC2(CCN(Cc3ccc(C#N)cc3)CC2)CC1. The result is 0 (non-inhibitor).